The task is: Predict which catalyst facilitates the given reaction.. This data is from Catalyst prediction with 721,799 reactions and 888 catalyst types from USPTO. Reactant: [C:1]([C:5]1[O:9][N:8]=[C:7]([NH:10][C:11](=[O:30])[CH2:12][C:13]2[CH:18]=[CH:17][C:16]([C:19]3[CH:20]=[C:21]4[C:27]([CH:28]=O)=[CH:26][NH:25][C:22]4=[N:23][CH:24]=3)=[CH:15][CH:14]=2)[CH:6]=1)([CH3:4])([CH3:3])[CH3:2].CN.CCO.[C:36]([BH3-])#[N:37].[Na+].[BH4-].[Na+]. Product: [C:1]([C:5]1[O:9][N:8]=[C:7]([NH:10][C:11](=[O:30])[CH2:12][C:13]2[CH:14]=[CH:15][C:16]([C:19]3[CH:20]=[C:21]4[C:27]([CH2:28][NH:37][CH3:36])=[CH:26][NH:25][C:22]4=[N:23][CH:24]=3)=[CH:17][CH:18]=2)[CH:6]=1)([CH3:2])([CH3:3])[CH3:4]. The catalyst class is: 5.